Dataset: Full USPTO retrosynthesis dataset with 1.9M reactions from patents (1976-2016). Task: Predict the reactants needed to synthesize the given product. (1) The reactants are: [I:1][C:2]1[CH:3]=[C:4]([CH2:8][NH2:9])[CH:5]=[CH:6][CH:7]=1.[Cl:10][C:11]1[S:15][C:14]([C:16]([NH:18][C:19]2[C:24]3[C:25](=O)[O:26][C:27](=[O:28])[C:23]=3[CH:22]=[CH:21][N:20]=2)=[O:17])=[CH:13][CH:12]=1. Given the product [Cl:10][C:11]1[S:15][C:14]([C:16]([NH:18][C:19]2[C:24]3[C:25](=[O:26])[N:9]([CH2:8][C:4]4[CH:5]=[CH:6][CH:7]=[C:2]([I:1])[CH:3]=4)[C:27](=[O:28])[C:23]=3[CH:22]=[CH:21][N:20]=2)=[O:17])=[CH:13][CH:12]=1, predict the reactants needed to synthesize it. (2) Given the product [Cl:1][C:2]1[C:3]([C:8]2[CH:16]=[C:15]([C:17]([F:20])([F:19])[F:18])[CH:14]=[CH:13][C:9]=2[C:10]([Cl:23])=[O:11])=[N:4][CH:5]=[CH:6][CH:7]=1, predict the reactants needed to synthesize it. The reactants are: [Cl:1][C:2]1[C:3]([C:8]2[CH:16]=[C:15]([C:17]([F:20])([F:19])[F:18])[CH:14]=[CH:13][C:9]=2[C:10](O)=[O:11])=[N:4][CH:5]=[CH:6][CH:7]=1.S(Cl)([Cl:23])=O. (3) Given the product [CH3:26][O:27][C:28]1[CH:29]=[CH:30][C:31]([C:34]2[CH:39]=[CH:38][N:37]=[C:36]3[NH:40][C:7]([C:6]4[CH:5]=[C:4]([CH:12]=[CH:11][CH:10]=4)[C:3]([O:2][CH3:1])=[O:13])=[N:41][C:35]=23)=[CH:32][CH:33]=1, predict the reactants needed to synthesize it. The reactants are: [CH3:1][O:2][C:3](=[O:13])[C:4]1[CH:12]=[CH:11][CH:10]=[C:6]([C:7](O)=O)[CH:5]=1.C1N=CN(C(N2C=NC=C2)=O)C=1.[CH3:26][O:27][C:28]1[CH:33]=[CH:32][C:31]([C:34]2[CH:39]=[CH:38][N:37]=[C:36]([NH2:40])[C:35]=2[NH2:41])=[CH:30][CH:29]=1.O.